From a dataset of Catalyst prediction with 721,799 reactions and 888 catalyst types from USPTO. Predict which catalyst facilitates the given reaction. Reactant: Cl.[NH2:2][C@@H:3]1[C@@H:8]([OH:9])[C@H:7]([CH2:10][C:11]2[CH:16]=[CH:15][C:14]([O:17][CH3:18])=[C:13]([Br:19])[CH:12]=2)[CH2:6][S:5](=[O:21])(=[O:20])[CH2:4]1.[CH:22]1([C:25]2[CH:30]=[CH:29][N:28]=[C:27]([CH:31]=O)[CH:26]=2)[CH2:24][CH2:23]1. Product: [Br:19][C:13]1[CH:12]=[C:11]([CH:16]=[CH:15][C:14]=1[O:17][CH3:18])[CH2:10][C@H:7]1[C@H:8]([OH:9])[C@@H:3]([NH:2][CH2:31][C:27]2[CH:26]=[C:25]([CH:22]3[CH2:24][CH2:23]3)[CH:30]=[CH:29][N:28]=2)[CH2:4][S:5](=[O:21])(=[O:20])[CH2:6]1. The catalyst class is: 61.